This data is from Reaction yield outcomes from USPTO patents with 853,638 reactions. The task is: Predict the reaction yield, written as a fraction of the theoretical maximum amount of product (1.0 means a 100% yield; for example, 0.34 means a 34% yield). (1) The reactants are CC1(C)C(C)(C)OB([C:9]2[CH:10]=[CH:11][C:12]3[O:16][CH:15]=[CH:14][C:13]=3[CH:17]=2)O1.I[C:20]1[C:28]2[C:23](=[N:24][CH:25]=[N:26][C:27]=2[NH2:29])[N:22]([CH:30]([CH3:32])[CH3:31])[N:21]=1.C([O-])([O-])=O.[Na+].[Na+]. The catalyst is CCO.COCCOC.C1C=CC([P]([Pd]([P](C2C=CC=CC=2)(C2C=CC=CC=2)C2C=CC=CC=2)([P](C2C=CC=CC=2)(C2C=CC=CC=2)C2C=CC=CC=2)[P](C2C=CC=CC=2)(C2C=CC=CC=2)C2C=CC=CC=2)(C2C=CC=CC=2)C2C=CC=CC=2)=CC=1. The product is [O:16]1[C:12]2[CH:11]=[CH:10][C:9]([C:20]3[C:28]4[C:23](=[N:24][CH:25]=[N:26][C:27]=4[NH2:29])[N:22]([CH:30]([CH3:32])[CH3:31])[N:21]=3)=[CH:17][C:13]=2[CH:14]=[CH:15]1. The yield is 0.720. (2) The reactants are [OH:1][C:2]1[CH:7]=[CH:6][C:5]([C:8](=[O:10])[CH3:9])=[CH:4][C:3]=1[CH3:11].[S:12](O[S:12]([C:15]([F:18])([F:17])[F:16])(=[O:14])=[O:13])([C:15]([F:18])([F:17])[F:16])(=[O:14])=[O:13].C(N(CC)CC)C. The catalyst is ClCCl. The product is [F:16][C:15]([F:18])([F:17])[S:12]([O:1][C:2]1[CH:7]=[CH:6][C:5]([C:8](=[O:10])[CH3:9])=[CH:4][C:3]=1[CH3:11])(=[O:14])=[O:13]. The yield is 0.850. (3) The reactants are CN(C)[CH:3]=[O:4].P(Cl)(Cl)(Cl)=O.[CH3:11][N:12]([CH3:25])[CH2:13][CH2:14][CH2:15][C:16]1[C:24]2[CH2:23][CH2:22][CH2:21][CH2:20][C:19]=2[NH:18][CH:17]=1.[OH-].[Na+]. The catalyst is O.ClCCl. The product is [CH3:25][N:12]([CH3:11])[CH2:13][CH2:14][CH2:15][C:16]1[C:24]2[CH2:23][CH2:22][CH2:21][CH2:20][C:19]=2[NH:18][C:17]=1[CH:3]=[O:4]. The yield is 0.800. (4) The reactants are [N+:1]([C:4]1[CH:5]=[CH:6][C:7]([C:10]([OH:12])=O)=[N:8][CH:9]=1)([O-:3])=[O:2].Cl.[NH2:14][C:15]1[CH:20]=[CH:19][C:18]([NH:21][C:22]2[CH:27]=[C:26]([CH3:28])[N:25]=[C:24]([NH2:29])[N:23]=2)=[CH:17][CH:16]=1.C(N(CC)C1C=CC=CC=1)C. The catalyst is O=P(Cl)(Cl)Cl. The product is [NH2:29][C:24]1[N:23]=[C:22]([NH:21][C:18]2[CH:19]=[CH:20][C:15]([NH:14][C:10]([C:7]3[CH:6]=[CH:5][C:4]([N+:1]([O-:3])=[O:2])=[CH:9][N:8]=3)=[O:12])=[CH:16][CH:17]=2)[CH:27]=[C:26]([CH3:28])[N:25]=1. The yield is 0.310. (5) The reactants are Br[C:2]1[CH:7]=[CH:6][C:5]([S:8]([NH:11][C:12]2[S:16][N:15]=[CH:14][N:13]=2)(=[O:10])=[O:9])=[CH:4][CH:3]=1.[NH:17]1[CH2:21][CH2:20][C@@H:19]([NH:22][C:23](=[O:29])[O:24][C:25]([CH3:28])([CH3:27])[CH3:26])[CH2:18]1.C1(C2C=CC=CC=2)C=CC=CC=1P(C(C)(C)C)C(C)(C)C.CC(C)([O-])C.[Na+]. The product is [C:25]([O:24][C:23](=[O:29])[NH:22][C@@H:19]1[CH2:20][CH2:21][N:17]([C:2]2[CH:7]=[CH:6][C:5]([S:8](=[O:10])(=[O:9])[NH:11][C:12]3[S:16][N:15]=[CH:14][N:13]=3)=[CH:4][CH:3]=2)[CH2:18]1)([CH3:28])([CH3:26])[CH3:27]. The yield is 0.210. The catalyst is C1C=CC(/C=C/C(/C=C/C2C=CC=CC=2)=O)=CC=1.C1C=CC(/C=C/C(/C=C/C2C=CC=CC=2)=O)=CC=1.C1C=CC(/C=C/C(/C=C/C2C=CC=CC=2)=O)=CC=1.[Pd].[Pd].C1(C)C=CC=CC=1. (6) The reactants are [NH2:1][C@@:2]1([C:11]([OH:13])=[O:12])[CH2:7][CH2:6][C@@H:5]2[C@H:3]1[C@H:4]2[C:8]([OH:10])=[O:9].O1CCOCC1.Cl[C:21]([O:23][CH2:24][CH:25]=[CH2:26])=[O:22]. The catalyst is C(=O)(O)[O-].[Na+].O. The product is [CH2:24]([O:23][C:21]([NH:1][C@@:2]1([C:11]([OH:13])=[O:12])[CH2:7][CH2:6][C@@H:5]2[C@H:3]1[C@H:4]2[C:8]([OH:10])=[O:9])=[O:22])[CH:25]=[CH2:26]. The yield is 0.670.